This data is from Full USPTO retrosynthesis dataset with 1.9M reactions from patents (1976-2016). The task is: Predict the reactants needed to synthesize the given product. Given the product [Br:1][C:2]1[CH:3]=[C:4]2[C:5]([CH:6]=[C:12]([C:11]#[N:14])[CH2:13][O:10]2)=[CH:8][CH:9]=1, predict the reactants needed to synthesize it. The reactants are: [Br:1][C:2]1[CH:9]=[CH:8][C:5]([CH:6]=O)=[C:4]([OH:10])[CH:3]=1.[C:11](#[N:14])[CH:12]=[CH2:13].C1N2CCN(CC2)C1.